Dataset: Full USPTO retrosynthesis dataset with 1.9M reactions from patents (1976-2016). Task: Predict the reactants needed to synthesize the given product. Given the product [F:1][C:2]1[CH:7]=[CH:6][C:5]([S:8]([N:13]([CH3:14])[CH3:12])(=[O:10])=[O:9])=[CH:4][CH:3]=1, predict the reactants needed to synthesize it. The reactants are: [F:1][C:2]1[CH:7]=[CH:6][C:5]([S:8](Cl)(=[O:10])=[O:9])=[CH:4][CH:3]=1.[CH3:12][NH:13][CH3:14].